Dataset: Serine/threonine kinase 33 screen with 319,792 compounds. Task: Binary Classification. Given a drug SMILES string, predict its activity (active/inactive) in a high-throughput screening assay against a specified biological target. (1) The drug is S1\C(=C/c2ccc(O)cc2)C(=O)NC1=O. The result is 1 (active). (2) The molecule is O=C(N1CCN(CC1)c1ncccc1)c1cc2c([nH]c(c2C)C)cc1. The result is 0 (inactive). (3) The result is 0 (inactive). The drug is Brc1c(n(nc1[N+]([O-])=O)C(C)C(=O)Nc1sccn1)C. (4) The compound is O=C1Nc2c(N(C1C(C)C)C(=O)NC(Cc1ccccc1)C(=O)NC(Cc1ccccc1)C(O)=O)cccc2. The result is 0 (inactive). (5) The compound is S=C(NCc1cc(CNC(=S)NCc2ccccc2)ccc1)NCc1ccccc1. The result is 0 (inactive). (6) The drug is O=C1Nc2c(NC1CC(=O)NCCc1cc(OC)c(OC)cc1)cccc2. The result is 0 (inactive).